From a dataset of Forward reaction prediction with 1.9M reactions from USPTO patents (1976-2016). Predict the product of the given reaction. (1) Given the reactants [Cl:1][C:2]1[CH:3]=[C:4]2[C:8](=[CH:9][CH:10]=1)[N:7]([S:11]([C:14]1[C:15]([CH3:23])=[C:16]([CH:20]=[CH:21][CH:22]=1)[C:17](O)=[O:18])(=[O:13])=[O:12])[CH2:6][CH2:5]2.CN(C=O)C.C(Cl)(=O)C(Cl)=O.C[O:36][C:37](=[O:47])[C:38]1[CH:43]=[C:42]([C:44]#[N:45])[CH:41]=[CH:40][C:39]=1[NH2:46], predict the reaction product. The product is: [Cl:1][C:2]1[CH:3]=[C:4]2[C:8](=[CH:9][CH:10]=1)[N:7]([S:11]([C:14]1[C:15]([CH3:23])=[C:16]([CH:20]=[CH:21][CH:22]=1)[C:17]([NH:46][C:39]1[CH:40]=[CH:41][C:42]([C:44]#[N:45])=[CH:43][C:38]=1[C:37]([OH:36])=[O:47])=[O:18])(=[O:13])=[O:12])[CH2:6][CH2:5]2. (2) Given the reactants [CH3:1][O:2][C:3]1[CH:8]=[CH:7][C:6](B(O)O)=[CH:5][CH:4]=1.Br[C:13]1[CH:14]=[CH:15][C:16]([CH3:38])=[C:17]([NH:19][C:20](=[O:37])[CH2:21][O:22][CH2:23][C:24]([NH:26][C:27]2[CH:35]=[CH:34][C:33]([Cl:36])=[CH:32][C:28]=2[C:29]([OH:31])=[O:30])=[O:25])[CH:18]=1, predict the reaction product. The product is: [Cl:36][C:33]1[CH:34]=[CH:35][C:27]([NH:26][C:24](=[O:25])[CH2:23][O:22][CH2:21][C:20]([NH:19][C:17]2[CH:18]=[C:13]([C:6]3[CH:7]=[CH:8][C:3]([O:2][CH3:1])=[CH:4][CH:5]=3)[CH:14]=[CH:15][C:16]=2[CH3:38])=[O:37])=[C:28]([CH:32]=1)[C:29]([OH:31])=[O:30].